Predict which catalyst facilitates the given reaction. From a dataset of Catalyst prediction with 721,799 reactions and 888 catalyst types from USPTO. (1) Reactant: [Br:1][C:2]1[C:3]([O:10][CH2:11][CH3:12])=[N:4][CH:5]=[C:6]([CH2:8]Cl)[CH:7]=1.C1OCCOCCOCCOCCOCCOC1.C([O-])([O-])=O.[K+].[K+].[NH:37]1[CH:41]=[N:40][C:39]([C:42]([O:44][CH3:45])=[O:43])=[N:38]1. Product: [Br:1][C:2]1[CH:7]=[C:6]([CH2:8][N:37]2[CH:41]=[N:40][C:39]([C:42]([O:44][CH3:45])=[O:43])=[N:38]2)[CH:5]=[N:4][C:3]=1[O:10][CH2:11][CH3:12]. The catalyst class is: 22. (2) Reactant: [F:1][C:2]1[CH:30]=[CH:29][CH:28]=[C:27]([F:31])[C:3]=1[CH2:4][O:5][C:6]1[CH:7]=[CH:8][C:9]([CH3:26])=[C:10]([N:12]2[CH2:21][C:20]3[C:15](=[CH:16][C:17]([C:22](O)=[O:23])=[CH:18][CH:19]=3)[NH:14][C:13]2=[O:25])[CH:11]=1.C(Cl)(=O)C(Cl)=O.[NH2:38][CH2:39][CH2:40][OH:41].C(N(CC)CC)C. Product: [F:1][C:2]1[CH:30]=[CH:29][CH:28]=[C:27]([F:31])[C:3]=1[CH2:4][O:5][C:6]1[CH:7]=[CH:8][C:9]([CH3:26])=[C:10]([N:12]2[CH2:21][C:20]3[C:15](=[CH:16][C:17]([C:22]([NH:38][CH2:39][CH2:40][OH:41])=[O:23])=[CH:18][CH:19]=3)[NH:14][C:13]2=[O:25])[CH:11]=1. The catalyst class is: 3. (3) Reactant: Cl[C:2]1[N:7]=[CH:6][N:5]=[C:4]([NH2:8])[C:3]=1[C:9]1[N:13]=[CH:12][N:11]([CH3:14])[N:10]=1.[NH2:15][C@H:16]([C:19]1[N:28]([C:29]2[CH:34]=[CH:33][CH:32]=[CH:31][C:30]=2[F:35])[C:27](=[O:36])[C:26]2[C:21](=[CH:22][CH:23]=[CH:24][C:25]=2[Cl:37])[N:20]=1)[CH2:17][CH3:18].CCN(C(C)C)C(C)C.C(Cl)Cl.CO. Product: [NH2:8][C:4]1[N:5]=[CH:6][N:7]=[C:2]([NH:15][C@H:16]([C:19]2[N:28]([C:29]3[CH:34]=[CH:33][CH:32]=[CH:31][C:30]=3[F:35])[C:27](=[O:36])[C:26]3[C:21](=[CH:22][CH:23]=[CH:24][C:25]=3[Cl:37])[N:20]=2)[CH2:17][CH3:18])[C:3]=1[C:9]1[N:13]=[CH:12][N:11]([CH3:14])[N:10]=1. The catalyst class is: 114. (4) Reactant: [OH:1][CH2:2][C:3]1[CH:4]=[CH:5][C:6]([CH3:23])=[C:7]([C:9]2[C:20](=[O:21])[N:19]([CH3:22])[C:12]3[N:13]=[C:14]([S:17][CH3:18])[N:15]=[CH:16][C:11]=3[CH:10]=2)[CH:8]=1. Product: [CH3:23][C:6]1[CH:5]=[CH:4][C:3]([CH:2]=[O:1])=[CH:8][C:7]=1[C:9]1[C:20](=[O:21])[N:19]([CH3:22])[C:12]2[N:13]=[C:14]([S:17][CH3:18])[N:15]=[CH:16][C:11]=2[CH:10]=1. The catalyst class is: 177. (5) Reactant: [F:1][C:2]1[CH:3]=[C:4]([CH:9]=[CH:10][CH:11]=1)[NH:5][C:6](=[O:8])[CH3:7].S(=O)(=O)(O)O.[N+:17]([O-])([OH:19])=[O:18].C(Cl)Cl. Product: [F:1][C:2]1[CH:3]=[C:4]([CH:9]=[CH:10][C:11]=1[N+:17]([O-:19])=[O:18])[NH:5][C:6](=[O:8])[CH3:7]. The catalyst class is: 6. (6) Product: [Br:2][CH:3]([CH3:7])[CH2:4][CH2:5][NH:6][C:16]([NH:15][C:12]1[CH:13]=[CH:14][C:9]([F:8])=[CH:10][CH:11]=1)=[O:17]. Reactant: Br.[Br:2][CH:3]([CH3:7])[CH2:4][CH2:5][NH2:6].[F:8][C:9]1[CH:14]=[CH:13][C:12]([N:15]=[C:16]=[O:17])=[CH:11][CH:10]=1. The catalyst class is: 17. (7) Reactant: Cl[O-].[Na+].[CH2:4]([O:11][CH2:12][C@H:13]([O:18][CH2:19][CH:20]=[N:21][OH:22])[CH2:14][CH:15]=[CH:16][CH3:17])[C:5]1[CH:10]=[CH:9][CH:8]=[CH:7][CH:6]=1.C(N(CC)CC)C. Product: [CH2:4]([O:11][CH2:12][C@@H:13]1[O:18][CH2:19][C:20]2=[N:21][O:22][C@@H:16]([CH3:17])[C@@H:15]2[CH2:14]1)[C:5]1[CH:10]=[CH:9][CH:8]=[CH:7][CH:6]=1. The catalyst class is: 4. (8) Reactant: [Cl:1][C:2]1[CH:3]=[C:4]([C:8]2[C:17]3[C:12](=[CH:13][CH:14]=[C:15]([C:18]([C:26]4[CH:27]=[N:28][C:29]([CH3:32])=[CH:30][CH:31]=4)([C:20]4[N:21]([CH3:25])[CH:22]=[N:23][CH:24]=4)O)[CH:16]=3)[N:11]=[C:10]([O:33]C)[CH:9]=2)[CH:5]=[CH:6][CH:7]=1.S(Cl)(Cl)=O.CO.C(Cl)(Cl)Cl.[NH4+:45].[OH-]. Product: [NH2:45][C:18]([C:26]1[CH:27]=[N:28][C:29]([CH3:32])=[CH:30][CH:31]=1)([C:20]1[N:21]([CH3:25])[CH:22]=[N:23][CH:24]=1)[C:15]1[CH:16]=[C:17]2[C:12](=[CH:13][CH:14]=1)[NH:11][C:10](=[O:33])[CH:9]=[C:8]2[C:4]1[CH:5]=[CH:6][CH:7]=[C:2]([Cl:1])[CH:3]=1. The catalyst class is: 11.